From a dataset of Catalyst prediction with 721,799 reactions and 888 catalyst types from USPTO. Predict which catalyst facilitates the given reaction. Reactant: C(O[BH-](OC(=O)C)OC(=O)C)(=O)C.[Na+].[NH2:15][C:16](=[O:39])[C@@H:17]([NH:24][C:25]([C@@H:27]1[CH2:32][CH2:31][CH2:30][CH2:29][C@H:28]1[N:33]1[CH2:38][CH2:37][NH:36][CH2:35][CH2:34]1)=[O:26])[C:18]1[CH:23]=[CH:22][CH:21]=[CH:20][CH:19]=1.[C:40]([NH:43][C:44]1[CH:51]=[CH:50][C:47]([CH:48]=O)=[CH:46][CH:45]=1)(=[O:42])[CH3:41].C(O)(=O)C.N. Product: [NH2:15][C:16](=[O:39])[C@@H:17]([NH:24][C:25]([C@@H:27]1[CH2:32][CH2:31][CH2:30][CH2:29][C@H:28]1[N:33]1[CH2:34][CH2:35][N:36]([CH2:48][C:47]2[CH:46]=[CH:45][C:44]([NH:43][C:40](=[O:42])[CH3:41])=[CH:51][CH:50]=2)[CH2:37][CH2:38]1)=[O:26])[C:18]1[CH:19]=[CH:20][CH:21]=[CH:22][CH:23]=1. The catalyst class is: 26.